This data is from TCR-epitope binding with 47,182 pairs between 192 epitopes and 23,139 TCRs. The task is: Binary Classification. Given a T-cell receptor sequence (or CDR3 region) and an epitope sequence, predict whether binding occurs between them. (1) Result: 1 (the TCR binds to the epitope). The TCR CDR3 sequence is CASSLVAGGPKLETQYF. The epitope is RILGAGCFV. (2) The epitope is KRWIILGLNK. The TCR CDR3 sequence is CANSSSSQEQFF. Result: 1 (the TCR binds to the epitope). (3) The epitope is YLDAYNMMI. The TCR CDR3 sequence is CASSPGTRRNNEQFF. Result: 1 (the TCR binds to the epitope). (4) The epitope is PROT_97E67BCC. The TCR CDR3 sequence is CASSQDLSSGRVSEQFF. Result: 0 (the TCR does not bind to the epitope). (5) The epitope is ILHCANFNV. The TCR CDR3 sequence is CASSGTGHRNEQFF. Result: 1 (the TCR binds to the epitope). (6) The epitope is RQLLFVVEV. Result: 1 (the TCR binds to the epitope). The TCR CDR3 sequence is CASSFYIPEGNEQFF. (7) The epitope is KRWIILGLNK. The TCR CDR3 sequence is CASSYYNTEAFF. Result: 0 (the TCR does not bind to the epitope).